Dataset: Catalyst prediction with 721,799 reactions and 888 catalyst types from USPTO. Task: Predict which catalyst facilitates the given reaction. (1) Product: [Cl:8][C:7]1[CH:6]=[CH:5][C:4]([S:9]([N:12]2[C:18]3[CH:19]=[CH:20][CH:21]=[CH:22][C:17]=3[CH2:16][CH2:15][CH2:14][CH2:13]2)(=[O:11])=[O:10])=[CH:3][C:2]=1[B:23]1[O:27][C:26]([CH3:29])([CH3:28])[C:25]([CH3:31])([CH3:30])[O:24]1. Reactant: Br[C:2]1[CH:3]=[C:4]([S:9]([N:12]2[C:18]3[CH:19]=[CH:20][CH:21]=[CH:22][C:17]=3[CH2:16][CH2:15][CH2:14][CH2:13]2)(=[O:11])=[O:10])[CH:5]=[CH:6][C:7]=1[Cl:8].[B:23]1([B:23]2[O:27][C:26]([CH3:29])([CH3:28])[C:25]([CH3:31])([CH3:30])[O:24]2)[O:27][C:26]([CH3:29])([CH3:28])[C:25]([CH3:31])([CH3:30])[O:24]1.C([O-])(=O)C.[K+]. The catalyst class is: 75. (2) Reactant: [CH2:1]([O:4][NH:5][CH:6]1[CH2:11][N:10](C(OC(C)(C)C)=O)[CH2:9][C:8]2[O:19][N:20]=[CH:21][C:7]1=2)[CH:2]=[CH2:3].Cl.[OH-].[NH4+]. Product: [CH2:1]([O:4][NH:5][CH:6]1[CH2:11][NH:10][CH2:9][C:8]2[O:19][N:20]=[CH:21][C:7]1=2)[CH:2]=[CH2:3]. The catalyst class is: 13. (3) Reactant: [CH2:1]([N:8]1[CH:12]=[C:11]([C:13]([O:15]CC)=[O:14])[C:10]([C:18]2[CH:23]=[CH:22][CH:21]=[CH:20][CH:19]=2)=[N:9]1)[C:2]1[CH:7]=[CH:6][CH:5]=[CH:4][CH:3]=1.CCO.[OH-].[Na+].[OH-].[Li+]. Product: [CH2:1]([N:8]1[CH:12]=[C:11]([C:13]([OH:15])=[O:14])[C:10]([C:18]2[CH:23]=[CH:22][CH:21]=[CH:20][CH:19]=2)=[N:9]1)[C:2]1[CH:3]=[CH:4][CH:5]=[CH:6][CH:7]=1. The catalyst class is: 1. (4) Reactant: [OH:1][CH2:2][C@H:3]1[CH2:14][CH2:13][C:12]2[S:11][C:10]3[N:9]=[CH:8][N:7]=[C:6]([O:15][CH:16]4[CH2:21][CH2:20][C:19]([NH:23][C:24](=[O:30])[O:25][C:26]([CH3:29])([CH3:28])[CH3:27])([CH3:22])[CH2:18][CH2:17]4)[C:5]=3[C:4]1=2.[CH3:31][S:32](Cl)(=[O:34])=[O:33].C(N(CC)CC)C. Product: [CH3:31][S:32]([O:1][CH2:2][C@H:3]1[CH2:14][CH2:13][C:12]2[S:11][C:10]3[N:9]=[CH:8][N:7]=[C:6]([O:15][CH:16]4[CH2:17][CH2:18][C:19]([NH:23][C:24](=[O:30])[O:25][C:26]([CH3:29])([CH3:28])[CH3:27])([CH3:22])[CH2:20][CH2:21]4)[C:5]=3[C:4]1=2)(=[O:34])=[O:33]. The catalyst class is: 4. (5) Reactant: [C:1]([O:5][C:6]([NH:8][C@@H:9]([C@H:13]([O:15][Si:16]([C:19]([CH3:22])([CH3:21])[CH3:20])([CH3:18])[CH3:17])[CH3:14])[C:10]([OH:12])=O)=[O:7])([CH3:4])([CH3:3])[CH3:2].C(N1C=CN=C1)(N1C=CN=C1)=O.[C:35]([O:41][CH2:42][CH3:43])(=[O:40])[CH2:36]C([O-])=O.[K+].[Cl-].[Mg+2].[Cl-]. Product: [C:1]([O:5][C:6]([NH:8][C@@H:9]([C@H:13]([O:15][Si:16]([C:19]([CH3:22])([CH3:21])[CH3:20])([CH3:18])[CH3:17])[CH3:14])[C:10](=[O:12])[CH2:36][C:35]([O:41][CH2:42][CH3:43])=[O:40])=[O:7])([CH3:2])([CH3:3])[CH3:4]. The catalyst class is: 1. (6) Reactant: [N:1]1([NH:7][C:8]([NH:10][C:11]2[C:16]3[C:17](=[O:34])[C:18]4[C:19](=[N:20][NH:21][C:22]=4[C:23]4[CH:33]=[CH:32][C:26]([O:27][CH2:28][C:29]([OH:31])=O)=[CH:25][CH:24]=4)[C:15]=3[CH:14]=[CH:13][CH:12]=2)=[O:9])[CH2:6][CH2:5][O:4][CH2:3][CH2:2]1.[NH2:35][CH2:36][CH2:37][O:38][CH2:39][CH2:40][O:41][CH2:42][CH2:43][O:44][CH2:45][CH2:46][O:47][CH2:48][CH2:49][O:50][CH2:51][CH2:52][NH:53][C:54]([CH2:56][CH2:57][C@H:58]([NH:66][C:67]([C:69]1[CH:74]=[CH:73][C:72]([NH:75][CH3:76])=[CH:71][CH:70]=1)=[O:68])[C:59]([O:61][C:62]([CH3:65])([CH3:64])[CH3:63])=[O:60])=[O:55].CN(C(ON1N=NC2C=CC=CC1=2)=[N+](C)C)C.F[P-](F)(F)(F)(F)F.CCN(C(C)C)C(C)C. Product: [CH3:76][NH:75][C:72]1[CH:73]=[CH:74][C:69]([C:67]([NH:66][C@@H:58]([CH2:57][CH2:56][C:54](=[O:55])[NH:53][CH2:52][CH2:51][O:50][CH2:49][CH2:48][O:47][CH2:46][CH2:45][O:44][CH2:43][CH2:42][O:41][CH2:40][CH2:39][O:38][CH2:37][CH2:36][NH:35][C:29](=[O:31])[CH2:28][O:27][C:26]2[CH:32]=[CH:33][C:23]([C:22]3[NH:21][N:20]=[C:19]4[C:15]5[CH:14]=[CH:13][CH:12]=[C:11]([NH:10][C:8](=[O:9])[NH:7][N:1]6[CH2:6][CH2:5][O:4][CH2:3][CH2:2]6)[C:16]=5[C:17](=[O:34])[C:18]=34)=[CH:24][CH:25]=2)[C:59]([O:61][C:62]([CH3:65])([CH3:63])[CH3:64])=[O:60])=[O:68])=[CH:70][CH:71]=1. The catalyst class is: 31. (7) Reactant: [F:1][CH2:2][CH2:3][OH:4].[S:5](Cl)([C:8]1[CH:14]=[CH:13][C:11]([CH3:12])=[CH:10][CH:9]=1)(=[O:7])=[O:6].O.C(OCC)(=O)C. Product: [S:5]([C:8]1[CH:14]=[CH:13][C:11]([CH3:12])=[CH:10][CH:9]=1)([O:4][CH2:3][CH2:2][F:1])(=[O:7])=[O:6]. The catalyst class is: 17. (8) Reactant: [C:1]([NH:3][C:4](=[N:12][C:13]1[CH:18]=[C:17]([Cl:19])[CH:16]=[C:15]([Cl:20])[CH:14]=1)OC1C=CC=CC=1)#[N:2].[CH3:21][O:22][C:23]1[CH:24]=[C:25]([C@@:31]23[CH2:39][CH2:38][C@@H:37]([NH2:40])[CH2:36][C@@H:35]2[N:34]([CH3:41])[CH2:33][CH2:32]3)[CH:26]=[CH:27][C:28]=1[O:29][CH3:30].C(Cl)Cl. Product: [C:1]([NH:3][C:4]([NH:12][C:13]1[CH:14]=[C:15]([Cl:20])[CH:16]=[C:17]([Cl:19])[CH:18]=1)=[N:40][C@H:37]1[CH2:36][C@H:35]2[C@:31]([C:25]3[CH:26]=[CH:27][C:28]([O:29][CH3:30])=[C:23]([O:22][CH3:21])[CH:24]=3)([CH2:32][CH2:33][N:34]2[CH3:41])[CH2:39][CH2:38]1)#[N:2]. The catalyst class is: 3.